From a dataset of Full USPTO retrosynthesis dataset with 1.9M reactions from patents (1976-2016). Predict the reactants needed to synthesize the given product. (1) Given the product [Cl:1][C:2]1[CH:7]=[CH:6][C:5]([C:8]#[C:9][C:22]([CH3:23])([OH:24])[CH2:21][C:15]2[CH:20]=[CH:19][CH:18]=[CH:17][CH:16]=2)=[CH:4][CH:3]=1, predict the reactants needed to synthesize it. The reactants are: [Cl:1][C:2]1[CH:7]=[CH:6][C:5]([C:8]#[CH:9])=[CH:4][CH:3]=1.C([Li])CCC.[C:15]1([CH2:21][C:22](=[O:24])[CH3:23])[CH:20]=[CH:19][CH:18]=[CH:17][CH:16]=1. (2) Given the product [CH3:1][O:2][C:3]([C:4]1[CH:9]=[C:8]([I:10])[C:7]2[N:11]=[CH:14][NH:12][C:6]=2[CH:5]=1)=[O:13], predict the reactants needed to synthesize it. The reactants are: [CH3:1][O:2][C:3](=[O:13])[C:4]1[CH:9]=[C:8]([I:10])[C:7]([NH2:11])=[C:6]([NH2:12])[CH:5]=1.[CH:14](OC)(OC)OC. (3) Given the product [C:21]([O:25][C:26](=[O:32])[NH:27][CH2:28][CH2:29][CH2:30][NH:31][CH2:19][C:9]1[N:8]([CH2:1][C:2]2[CH:3]=[CH:4][CH:5]=[CH:6][CH:7]=2)[C:13](=[O:14])[C:12]2=[C:15]([Cl:18])[CH:16]=[CH:17][N:11]2[N:10]=1)([CH3:24])([CH3:22])[CH3:23], predict the reactants needed to synthesize it. The reactants are: [CH2:1]([N:8]1[C:13](=[O:14])[C:12]2=[C:15]([Cl:18])[CH:16]=[CH:17][N:11]2[N:10]=[C:9]1[CH:19]=O)[C:2]1[CH:7]=[CH:6][CH:5]=[CH:4][CH:3]=1.[C:21]([O:25][C:26](=[O:32])[NH:27][CH2:28][CH2:29][CH2:30][NH2:31])([CH3:24])([CH3:23])[CH3:22].[BH-](OC(C)=O)(OC(C)=O)OC(C)=O.[Na+]. (4) Given the product [CH2:4]([O:5][C:6]1[CH:14]=[C:13]2[C:9]([CH2:10][C:11]3([CH2:20][CH2:19][C:18](=[O:21])[CH2:17][CH2:16]3)[C:12]2=[O:15])=[CH:8][CH:7]=1)[CH:3]([CH3:22])[CH3:2], predict the reactants needed to synthesize it. The reactants are: F[CH2:2][CH2:3][CH2:4][O:5][C:6]1[CH:14]=[C:13]2[C:9]([CH2:10][C:11]3([CH2:20][CH2:19][C:18](=[O:21])[CH2:17][CH2:16]3)[C:12]2=[O:15])=[CH:8][CH:7]=1.[CH2:22](OC1C=C2C(CCC2=O)=CC=1)C(C)C.C(OC)(=O)C=C. (5) Given the product [Cl:28][C:27]1[CH:26]=[N:25][N:24]2[C:19]([C:17]([NH:16][CH:4]([C:5]3[CH:10]=[CH:9][C:8]([O:11][C:12]([F:14])([F:15])[F:13])=[CH:7][CH:6]=3)[CH2:3][O:2][CH3:1])=[O:18])=[CH:20][CH:21]=[N:22][C:23]=12, predict the reactants needed to synthesize it. The reactants are: [CH3:1][O:2][CH2:3][CH:4]([NH:16][C:17]([C:19]1[N:24]2[N:25]=[CH:26][CH:27]=[C:23]2[N:22]=[CH:21][CH:20]=1)=[O:18])[C:5]1[CH:10]=[CH:9][C:8]([O:11][C:12]([F:15])([F:14])[F:13])=[CH:7][CH:6]=1.[Cl:28]N1C(=O)CCC1=O. (6) The reactants are: Br[C:2]1[C:3]([CH:16]=[O:17])=[CH:4][C:5]2[C:6]([CH3:15])([CH3:14])[CH2:7][CH2:8][C:9]([CH3:13])([CH3:12])[C:10]=2[CH:11]=1.Br[C:19]1[S:20][CH:21]=[CH:22][N:23]=1.[F-].[K+].[C:26](OCC)(=O)[CH3:27]. Given the product [CH3:12][C:9]1([CH3:13])[CH2:8][CH2:7][C:6]([CH3:15])([CH3:14])[C:5]2[CH:4]=[C:3]([CH:16]=[O:17])[C:2](/[CH:26]=[CH:27]/[C:19]3[S:20][CH:21]=[CH:22][N:23]=3)=[CH:11][C:10]1=2, predict the reactants needed to synthesize it. (7) Given the product [CH3:23][C:21]1[CH:20]=[C:19]([S:24]([NH:14][CH2:13][C:12]([C:3]2[CH:4]=[CH:5][C:6]3[C:11](=[CH:10][CH:9]=[CH:8][CH:7]=3)[CH:2]=2)=[O:15])(=[O:25])=[O:26])[CH:18]=[C:17]([CH3:16])[CH:22]=1, predict the reactants needed to synthesize it. The reactants are: [Cl-].[CH:2]1[C:11]2[C:6](=[CH:7][CH:8]=[CH:9][CH:10]=2)[CH:5]=[CH:4][C:3]=1[C:12](=[O:15])[CH2:13][NH3+:14].[CH3:16][C:17]1[CH:18]=[C:19]([S:24](Cl)(=[O:26])=[O:25])[CH:20]=[C:21]([CH3:23])[CH:22]=1.CCN(CC)CC. (8) Given the product [Cl:1][C:2]1[N:3]=[N:4][C:5]([C:11]#[C:10][CH2:9][OH:12])=[CH:6][CH:7]=1, predict the reactants needed to synthesize it. The reactants are: [Cl:1][C:2]1[N:3]=[N:4][C:5](I)=[CH:6][CH:7]=1.[CH2:9]([OH:12])[C:10]#[CH:11].C(NC(C)C)(C)C.C(OCC)(=O)C. (9) The reactants are: C(OC(=O)[NH:7][C:8]1[CH:13]=[C:12]([N:14]2[CH2:18][CH2:17][CH2:16][CH2:15]2)[C:11]([C:19]([F:22])([F:21])[F:20])=[CH:10][C:9]=1[NH:23][C:24](=[O:36])[CH2:25][C:26]([C:28]1[CH:33]=[CH:32][N:31]=[C:30]([C:34]#[N:35])[CH:29]=1)=O)(C)(C)C.C(O)(C(F)(F)F)=O. Given the product [O:36]=[C:24]1[CH2:25][C:26]([C:28]2[CH:33]=[CH:32][N:31]=[C:30]([C:34]#[N:35])[CH:29]=2)=[N:7][C:8]2[CH:13]=[C:12]([N:14]3[CH2:15][CH2:16][CH2:17][CH2:18]3)[C:11]([C:19]([F:22])([F:20])[F:21])=[CH:10][C:9]=2[NH:23]1, predict the reactants needed to synthesize it. (10) The reactants are: C(N(C(C)C)CC)(C)C.[C:10]([O:14][CH2:15][CH3:16])(=[O:13])[C:11]#[CH:12].[CH:17]1([NH:22][C:23]2[N:31]=[C:30]([N:32]=[N+:33]=[N-:34])[N:29]=[C:28]3[C:24]=2[N:25]=[CH:26][N:27]3[C@H:35]2[C@H:39]([OH:40])[C@H:38]([OH:41])[C@@H:37]([CH2:42][OH:43])[O:36]2)[CH2:21][CH2:20][CH2:19][CH2:18]1. Given the product [OH:40][C@@H:39]1[C@H:38]([OH:41])[C@@H:37]([CH2:42][OH:43])[O:36][CH:35]1[N:27]1[CH:26]=[N:25][C:24]2[C:28]1=[N:29][C:30]([N:32]1[CH:12]=[C:11]([C:10]([O:14][CH2:15][CH3:16])=[O:13])[N:34]=[N:33]1)=[N:31][C:23]=2[NH:22][CH:17]1[CH2:21][CH2:20][CH2:19][CH2:18]1, predict the reactants needed to synthesize it.